Predict the product of the given reaction. From a dataset of Forward reaction prediction with 1.9M reactions from USPTO patents (1976-2016). Given the reactants [O:1]1[CH2:6][CH2:5][O:4][C:3]2[CH:7]=[C:8](B(O)O)[CH:9]=[CH:10][C:2]1=2.Br[C:15]1[C:16]([CH3:23])=[C:17]([CH2:21][OH:22])[CH:18]=[CH:19][CH:20]=1, predict the reaction product. The product is: [O:1]1[CH2:6][CH2:5][O:4][C:3]2[CH:7]=[C:8]([C:15]3[C:16]([CH3:23])=[C:17]([CH2:21][OH:22])[CH:18]=[CH:19][CH:20]=3)[CH:9]=[CH:10][C:2]1=2.